Dataset: Forward reaction prediction with 1.9M reactions from USPTO patents (1976-2016). Task: Predict the product of the given reaction. Given the reactants [Cl:1][CH2:2][CH2:3][O:4][C:5]1[CH:10]=[C:9]([O:11][CH3:12])[CH:8]=[CH:7][C:6]=1[N+:13]([O-:15])=[O:14].Cl[CH2:17][S:18]([C:21]1[C:30]2[C:25](=[CH:26][CH:27]=[CH:28][CH:29]=2)[CH:24]=[CH:23][CH:22]=1)(=[O:20])=[O:19].CC(C)([O-])C.[K+].Cl, predict the reaction product. The product is: [Cl:1][CH2:2][CH2:3][O:4][C:5]1[C:6]([N+:13]([O-:15])=[O:14])=[C:7]([CH2:17][S:18]([C:21]2[C:30]3[C:25](=[CH:26][CH:27]=[CH:28][CH:29]=3)[CH:24]=[CH:23][CH:22]=2)(=[O:19])=[O:20])[CH:8]=[C:9]([O:11][CH3:12])[CH:10]=1.